This data is from Catalyst prediction with 721,799 reactions and 888 catalyst types from USPTO. The task is: Predict which catalyst facilitates the given reaction. Reactant: [Cl:1][C:2]1[N:10]=[CH:9][CH:8]=[CH:7][C:3]=1[C:4]([OH:6])=[O:5].[CH2:11](O)[CH3:12].S(=O)(=O)(O)O. Product: [Cl:1][C:2]1[N:10]=[CH:9][CH:8]=[CH:7][C:3]=1[C:4]([O:6][CH2:11][CH3:12])=[O:5]. The catalyst class is: 11.